Dataset: Forward reaction prediction with 1.9M reactions from USPTO patents (1976-2016). Task: Predict the product of the given reaction. Given the reactants CC(C)=O.C(=O)([O-])[O-].[K+].[K+].[CH2:11](Br)/[CH:12]=[C:13](/[CH2:15][CH2:16][CH:17]=[C:18]([CH3:20])[CH3:19])\[CH3:14].[OH:22][C:23]1[CH:33]=[CH:32][C:26]2[N:27]=[C:28]([C:30]#[N:31])[S:29][C:25]=2[CH:24]=1, predict the reaction product. The product is: [CH2:11]([O:22][C:23]1[CH:33]=[CH:32][C:26]2[N:27]=[C:28]([C:30]#[N:31])[S:29][C:25]=2[CH:24]=1)/[CH:12]=[C:13](/[CH2:15][CH2:16][CH:17]=[C:18]([CH3:20])[CH3:19])\[CH3:14].